This data is from Peptide-MHC class I binding affinity with 185,985 pairs from IEDB/IMGT. The task is: Regression. Given a peptide amino acid sequence and an MHC pseudo amino acid sequence, predict their binding affinity value. This is MHC class I binding data. (1) The peptide sequence is ITLFPSYQL. The MHC is HLA-B18:01 with pseudo-sequence HLA-B18:01. The binding affinity (normalized) is 0.0847. (2) The peptide sequence is PELKKPITW. The MHC is HLA-B40:01 with pseudo-sequence HLA-B40:01. The binding affinity (normalized) is 0. (3) The MHC is HLA-A03:01 with pseudo-sequence HLA-A03:01. The binding affinity (normalized) is 0.0847. The peptide sequence is LTLKPCHAL. (4) The peptide sequence is RQDYRRSINV. The MHC is HLA-A68:02 with pseudo-sequence HLA-A68:02. The binding affinity (normalized) is 0.234. (5) The peptide sequence is VTLFSNLGY. The MHC is HLA-A02:01 with pseudo-sequence HLA-A02:01. The binding affinity (normalized) is 0.0847. (6) The MHC is HLA-B39:01 with pseudo-sequence HLA-B39:01. The peptide sequence is HLSGWELAK. The binding affinity (normalized) is 0.0847. (7) The peptide sequence is KQMSQPYAV. The MHC is HLA-B51:01 with pseudo-sequence HLA-B51:01. The binding affinity (normalized) is 0.0847. (8) The peptide sequence is GEILLLEWL. The MHC is HLA-B40:01 with pseudo-sequence HLA-B40:01. The binding affinity (normalized) is 1.00.